This data is from Forward reaction prediction with 1.9M reactions from USPTO patents (1976-2016). The task is: Predict the product of the given reaction. (1) The product is: [ClH:26].[Cl:26][C:22]1[CH:21]=[C:20]([CH:25]=[CH:24][CH:23]=1)[O:19][C:17]1[CH:16]=[CH:15][C:13]2[CH2:14][NH:8][CH2:9][CH2:10][O:11][C:12]=2[N:18]=1. Given the reactants C([N:8]1[CH2:14][C:13]2[CH:15]=[CH:16][C:17]([O:19][C:20]3[CH:25]=[CH:24][CH:23]=[C:22]([Cl:26])[CH:21]=3)=[N:18][C:12]=2[O:11][CH2:10][CH2:9]1)C1C=CC=CC=1.ClC(OC(Cl)C)=O, predict the reaction product. (2) Given the reactants [Cl:1][C:2]1[CH:3]=[C:4]2[C:9](=[C:10]([C:12]3[CH:17]=[CH:16][C:15]([CH3:18])=[C:14]([F:19])[CH:13]=3)[CH:11]=1)[O:8][CH:7]([C:20]([F:23])([F:22])[F:21])[C:6]([C:24]([OH:26])=[O:25])=[CH:5]2.[OH-].[Na+:28], predict the reaction product. The product is: [Cl:1][C:2]1[CH:3]=[C:4]2[C:9](=[C:10]([C:12]3[CH:17]=[CH:16][C:15]([CH3:18])=[C:14]([F:19])[CH:13]=3)[CH:11]=1)[O:8][CH:7]([C:20]([F:22])([F:23])[F:21])[C:6]([C:24]([O-:26])=[O:25])=[CH:5]2.[Na+:28]. (3) The product is: [O:12]=[C:8]1[CH2:7][CH2:6][CH2:5][C:4]2[CH:3]=[C:2]([NH:1][S:19]([C:13]3[CH:18]=[CH:17][CH:16]=[CH:15][CH:14]=3)(=[O:21])=[O:20])[CH:11]=[CH:10][C:9]1=2. Given the reactants [NH2:1][C:2]1[CH:3]=[C:4]2[C:9](=[CH:10][CH:11]=1)[C:8](=[O:12])[CH2:7][CH2:6][CH2:5]2.[C:13]1([S:19](Cl)(=[O:21])=[O:20])[CH:18]=[CH:17][CH:16]=[CH:15][CH:14]=1, predict the reaction product. (4) Given the reactants [F:1][C:2]1[CH:10]=[CH:9][C:8]([F:11])=[C:7]2[C:3]=1[CH:4]([CH2:15][C:16]([CH:18]1[CH2:23][CH2:22][CH:21]([OH:24])[CH2:20][CH2:19]1)=[O:17])[N:5]1[CH:14]=[N:13][CH:12]=[C:6]12.[C:25](OC(=O)C)(=[O:27])[CH3:26], predict the reaction product. The product is: [C:25]([O:24][CH:21]1[CH2:22][CH2:23][CH:18]([C:16](=[O:17])[CH2:15][CH:4]2[C:3]3[C:7](=[C:8]([F:11])[CH:9]=[CH:10][C:2]=3[F:1])[C:6]3=[CH:12][N:13]=[CH:14][N:5]23)[CH2:19][CH2:20]1)(=[O:27])[CH3:26]. (5) The product is: [F:52][C:53]1[CH:54]=[CH:55][C:56]([C:66]([F:69])([F:67])[F:68])=[C:57]([NH:59][CH:60]2[CH2:61][CH2:62][N:63]([C:25](=[O:27])[CH2:24][NH:23][C:21]([C:18]3[CH:17]=[C:16]([C:10]4[CH:11]=[CH:12][CH:13]=[CH:14][CH:15]=4)[NH:20][N:19]=3)=[O:22])[CH2:64][CH2:65]2)[CH:58]=1. Given the reactants CCN(C(C)C)C(C)C.[C:10]1([C:16]2[NH:20][N:19]=[C:18]([C:21]([NH:23][CH2:24][C:25]([OH:27])=O)=[O:22])[CH:17]=2)[CH:15]=[CH:14][CH:13]=[CH:12][CH:11]=1.C1C=CC2N(O)N=NC=2C=1.CCN=C=NCCCN(C)C.Cl.Cl.Cl.[F:52][C:53]1[CH:54]=[CH:55][C:56]([C:66]([F:69])([F:68])[F:67])=[C:57]([NH:59][CH:60]2[CH2:65][CH2:64][NH:63][CH2:62][CH2:61]2)[CH:58]=1.Cl.Cl.N1CCC(NC2C=CC=CC=2C(F)(F)F)CC1, predict the reaction product.